From a dataset of Catalyst prediction with 721,799 reactions and 888 catalyst types from USPTO. Predict which catalyst facilitates the given reaction. (1) Reactant: [CH:1]1([C:7](=O)[CH2:8][CH2:9][C:10](=O)[CH3:11])[CH2:6][CH2:5][CH2:4][CH2:3][CH2:2]1.Cl.[NH2:15][CH2:16][C:17]([O:19][CH2:20][CH3:21])=[O:18].C(=O)(O)[O-].[Na+]. Product: [CH:1]1([C:7]2[N:15]([CH2:16][C:17]([O:19][CH2:20][CH3:21])=[O:18])[C:10]([CH3:11])=[CH:9][CH:8]=2)[CH2:6][CH2:5][CH2:4][CH2:3][CH2:2]1. The catalyst class is: 4. (2) Reactant: C([N:8]1[CH2:13][CH2:12][C:11]2([C:21]3[C:16](=[CH:17][CH:18]=[CH:19][C:20]=3[CH2:22][N:23]([CH:31]([CH3:33])[CH3:32])[C:24](=[O:30])[O:25][C:26]([CH3:29])([CH3:28])[CH3:27])[N:15]([C:34]3[C:35]4[CH:42]([CH:43]([CH3:45])[CH3:44])[CH2:41][CH2:40][C:36]=4[N:37]=[CH:38][N:39]=3)[CH2:14]2)[CH2:10][CH2:9]1)C1C=CC=CC=1.C([O-])=O.[NH4+]. Product: [CH:31]([N:23]([CH2:22][C:20]1[CH:19]=[CH:18][CH:17]=[C:16]2[N:15]([C:34]3[C:35]4[CH:42]([CH:43]([CH3:45])[CH3:44])[CH2:41][CH2:40][C:36]=4[N:37]=[CH:38][N:39]=3)[CH2:14][C:11]3([CH2:12][CH2:13][NH:8][CH2:9][CH2:10]3)[C:21]=12)[C:24](=[O:30])[O:25][C:26]([CH3:28])([CH3:29])[CH3:27])([CH3:33])[CH3:32]. The catalyst class is: 19.